This data is from NCI-60 drug combinations with 297,098 pairs across 59 cell lines. The task is: Regression. Given two drug SMILES strings and cell line genomic features, predict the synergy score measuring deviation from expected non-interaction effect. Drug 1: CN(C)N=NC1=C(NC=N1)C(=O)N. Drug 2: C#CCC(CC1=CN=C2C(=N1)C(=NC(=N2)N)N)C3=CC=C(C=C3)C(=O)NC(CCC(=O)O)C(=O)O. Cell line: HT29. Synergy scores: CSS=-1.41, Synergy_ZIP=-7.15, Synergy_Bliss=-17.0, Synergy_Loewe=-32.5, Synergy_HSA=-17.6.